This data is from Full USPTO retrosynthesis dataset with 1.9M reactions from patents (1976-2016). The task is: Predict the reactants needed to synthesize the given product. (1) Given the product [C:37]([C:3]1[C:4]([C:5]2[CH:6]=[CH:7][C:8]([C:11]3[S:12][CH:13]=[CH:14][C:15]=3[C:16]#[N:17])=[CH:9][CH:10]=2)=[C:30]([C:31]([O:33][CH2:34][CH3:35])=[O:32])[NH:2][CH:1]=1)#[N:36], predict the reactants needed to synthesize it. The reactants are: [C:1]([C:3](S(C1C=CC(C)=CC=1)(=O)=O)=[CH:4][C:5]1[CH:10]=[CH:9][C:8]([C:11]2[S:12][CH:13]=[CH:14][C:15]=2[C:16]#[N:17])=[CH:7][CH:6]=1)#[N:2].C([CH2:30][C:31]([O:33][CH2:34][CH3:35])=[O:32])#N.[N:36]12CCCN=C1CCCC[CH2:37]2. (2) Given the product [C:1]([O:4][C:5]1[CH:10]=[CH:9][C:8]([CH:11]=[O:12])=[C:7]([OH:13])[CH:6]=1)(=[O:3])[CH3:2], predict the reactants needed to synthesize it. The reactants are: [C:1]([O:4][C:5]1[CH:10]=[CH:9][C:8]([CH:11]=[O:12])=[C:7]([O:13]C(=O)C)[CH:6]=1)(=[O:3])[CH3:2].[OH-].[Na+].Cl. (3) The reactants are: [CH3:1][O:2][C:3]1[CH:8]=[CH:7][C:6]2[C:9]([C:11]([C:14]3[CH:19]=[CH:18][C:17]([OH:20])=[CH:16][CH:15]=3)=[CH:12][O:13][C:5]=2[CH:4]=1)=[O:10].[CH3:21][O:22]C1C=CC(C2C(=O)C3C=CC(O)=CC=3OC=2)=C(O)C=1.[CH3:42][O:43][C:44]1[CH:49]=[CH:48][C:47]([C:50]2[C:55](=[O:56])[C:54]3[CH:57]=[CH:58][C:59]([OH:61])=[CH:60][C:53]=3[O:52][CH:51]=2)=[CH:46][C:45]=1[OH:62].C1OC2C=C(C3C(=O)C4C=CC(O)=CC=4OC=3)C=CC=2[O:64]1. Given the product [CH:58]1[C:59]([OH:61])=[CH:60][C:53]2[O:52][CH2:51][C@H:50]3[C:47]4[CH:46]=[C:45]5[O:62][CH2:42][O:43][C:44]5=[CH:49][C:48]=4[O:56][C@H:55]3[C:54]=2[CH:57]=1.[CH3:1][O:2][C:3]1[CH:8]=[CH:7][C:6]2[C@H:9]3[O:10][C:15]4[C:14](=[CH:19][C:18]5[O:22][CH2:21][O:20][C:17]=5[CH:16]=4)[C@@:11]3([OH:64])[CH2:12][O:13][C:5]=2[CH:4]=1, predict the reactants needed to synthesize it. (4) Given the product [Br:1][C:2]1[CH:3]=[C:4]2[C:5](=[CH:7][C:8]=1[F:9])[NH:6][CH:11]=[CH:10]2, predict the reactants needed to synthesize it. The reactants are: [Br:1][C:2]1[C:8]([F:9])=[CH:7][C:5]([NH2:6])=[C:4]([C:10]#[C:11][Si](C)(C)C)[CH:3]=1.CC([O-])(C)C.[K+]. (5) Given the product [CH2:36]1[C:26]2=[C:25]([CH2:24][N:23]([CH3:22])[C:19](=[O:21])/[CH:18]=[CH:17]/[C:12]3[CH:13]=[N:14][C:15]4[NH:16][C:7](=[O:6])[CH2:8][CH2:9][C:10]=4[CH:11]=3)[C:33]3[CH:32]=[CH:31][CH:30]=[CH:29][C:28]=3[N:27]2[CH2:34][CH2:35]1, predict the reactants needed to synthesize it. The reactants are: C(Cl)CCl.Cl.[O:6]=[C:7]1[NH:16][C:15]2[N:14]=[CH:13][C:12](/[CH:17]=[CH:18]/[C:19]([OH:21])=O)=[CH:11][C:10]=2[CH2:9][CH2:8]1.[CH3:22][NH:23][CH2:24][C:25]1[C:33]2[CH:32]=[CH:31][CH:30]=[CH:29][C:28]=2[N:27]2[CH2:34][CH2:35][CH2:36][C:26]=12.C1C=CC2N(O)N=NC=2C=1.CCN(CC)CC. (6) Given the product [CH2:1]([N:8]1[C@H:13]([C:14]2[CH:15]=[CH:16][CH:17]=[CH:18][CH:19]=2)[CH2:12][O:11][C:10]([CH2:25][OH:24])([CH2:20][OH:21])[CH2:9]1)[C:2]1[CH:3]=[CH:4][CH:5]=[CH:6][CH:7]=1, predict the reactants needed to synthesize it. The reactants are: [CH2:1]([N:8]1[C@H:13]([C:14]2[CH:19]=[CH:18][CH:17]=[CH:16][CH:15]=2)[CH2:12][O:11][CH:10]([CH:20]=[O:21])[CH2:9]1)[C:2]1[CH:7]=[CH:6][CH:5]=[CH:4][CH:3]=1.C=O.[O-:24][CH2:25]C.[Na+].[Cl-].[NH4+]. (7) Given the product [CH3:25][O:24][N:23]=[C:9]([C:3]1[C:2]([Cl:1])=[CH:7][C:6]([Cl:8])=[CH:5][N:4]=1)[CH:10]([NH2:12])[CH3:11], predict the reactants needed to synthesize it. The reactants are: [Cl:1][C:2]1[C:3]([C:9](=[N:23][O:24][CH3:25])[CH:10]([N:12]2C(=O)C3=CC=CC=C3C2=O)[CH3:11])=[N:4][CH:5]=[C:6]([Cl:8])[CH:7]=1.O.NN.